From a dataset of NCI-60 drug combinations with 297,098 pairs across 59 cell lines. Regression. Given two drug SMILES strings and cell line genomic features, predict the synergy score measuring deviation from expected non-interaction effect. (1) Drug 1: CN1CCC(CC1)COC2=C(C=C3C(=C2)N=CN=C3NC4=C(C=C(C=C4)Br)F)OC. Drug 2: C1=NC2=C(N=C(N=C2N1C3C(C(C(O3)CO)O)F)Cl)N. Cell line: SN12C. Synergy scores: CSS=47.7, Synergy_ZIP=0.912, Synergy_Bliss=1.79, Synergy_Loewe=-5.47, Synergy_HSA=3.99. (2) Drug 1: CCC1(CC2CC(C3=C(CCN(C2)C1)C4=CC=CC=C4N3)(C5=C(C=C6C(=C5)C78CCN9C7C(C=CC9)(C(C(C8N6C)(C(=O)OC)O)OC(=O)C)CC)OC)C(=O)OC)O.OS(=O)(=O)O. Drug 2: CC12CCC3C(C1CCC2O)C(CC4=C3C=CC(=C4)O)CCCCCCCCCS(=O)CCCC(C(F)(F)F)(F)F. Cell line: SNB-19. Synergy scores: CSS=4.87, Synergy_ZIP=1.77, Synergy_Bliss=0.849, Synergy_Loewe=-1.30, Synergy_HSA=-1.56. (3) Drug 1: C1=NC2=C(N=C(N=C2N1C3C(C(C(O3)CO)O)F)Cl)N. Drug 2: CCC1=C2CN3C(=CC4=C(C3=O)COC(=O)C4(CC)O)C2=NC5=C1C=C(C=C5)O. Cell line: K-562. Synergy scores: CSS=27.5, Synergy_ZIP=-7.73, Synergy_Bliss=-3.55, Synergy_Loewe=-8.67, Synergy_HSA=-3.21.